Dataset: Full USPTO retrosynthesis dataset with 1.9M reactions from patents (1976-2016). Task: Predict the reactants needed to synthesize the given product. (1) Given the product [C:16]([CH2:15][CH2:14][C@H:13]([NH:12][CH2:1][C:3]1[CH:11]=[CH:10][CH:9]=[CH:8][C:4]=1[C:5]([OH:7])=[O:6])[C:19]([OH:21])=[O:20])(=[O:18])[NH2:17], predict the reactants needed to synthesize it. The reactants are: [CH:1]([C:3]1[CH:11]=[CH:10][CH:9]=[CH:8][C:4]=1[C:5]([OH:7])=[O:6])=O.[NH2:12][C@H:13]([C:19]([OH:21])=[O:20])[CH2:14][CH2:15][C:16](=[O:18])[NH2:17].[BH4-].[Na+].Cl. (2) The reactants are: [NH2:1][C:2]1[CH:11]=[CH:10][C:5]([C:6]([O:8][CH3:9])=[O:7])=[CH:4][C:3]=1[O:12][CH:13]([F:15])[F:14].Cl[C:17]1[N:22]=[C:21]([NH:23][CH3:24])[C:20]([Cl:25])=[CH:19][N:18]=1.Cl.O1CCOCC1. Given the product [Cl:25][C:20]1[C:21]([NH:23][CH3:24])=[N:22][C:17]([NH:1][C:2]2[CH:11]=[CH:10][C:5]([C:6]([O:8][CH3:9])=[O:7])=[CH:4][C:3]=2[O:12][CH:13]([F:14])[F:15])=[N:18][CH:19]=1, predict the reactants needed to synthesize it.